Dataset: Reaction yield outcomes from USPTO patents with 853,638 reactions. Task: Predict the reaction yield, written as a fraction of the theoretical maximum amount of product (1.0 means a 100% yield; for example, 0.34 means a 34% yield). (1) The reactants are CCN(S(F)(F)[F:7])CC.O[CH:11]([CH3:31])[CH2:12][N:13]1[CH2:18][CH2:17][N:16]2[N:19]=[C:20]([CH2:22][O:23][C:24]3[CH:29]=[CH:28][CH:27]=[CH:26][CH:25]=3)[CH:21]=[C:15]2[C:14]1=[O:30]. The catalyst is C(Cl)Cl. The product is [F:7][CH:11]([CH3:31])[CH2:12][N:13]1[CH2:18][CH2:17][N:16]2[N:19]=[C:20]([CH2:22][O:23][C:24]3[CH:29]=[CH:28][CH:27]=[CH:26][CH:25]=3)[CH:21]=[C:15]2[C:14]1=[O:30]. The yield is 0.290. (2) The reactants are [I:1][C:2]1[CH:7]=[CH:6][N:5]=[C:4]([N:8]2[CH:12]=[CH:11][C:10]([C:13]([OH:15])=O)=[N:9]2)[CH:3]=1.[Cl-].[NH4+:17]. No catalyst specified. The product is [I:1][C:2]1[CH:7]=[CH:6][N:5]=[C:4]([N:8]2[CH:12]=[CH:11][C:10]([C:13]([NH2:17])=[O:15])=[N:9]2)[CH:3]=1. The yield is 0.430. (3) The reactants are [CH2:1]([O:3][C:4]1[CH2:9][CH2:8][CH:7]([CH2:10][CH2:11][CH2:12][OH:13])[C:6](=[O:14])[CH:5]=1)[CH3:2].CCN(CC)CC.[CH3:22][N:23]1C(=O)O[C:26](=[O:27])[C:25]2=[CH:31][CH:32]=[CH:33][CH:34]=[C:24]12.O. The catalyst is CN(C1C=CN=CC=1)C.CN(C=O)C. The product is [CH3:22][NH:23][C:24]1[CH:34]=[CH:33][CH:32]=[CH:31][C:25]=1[C:26]([O:13][CH2:12][CH2:11][CH2:10][CH:7]1[CH2:8][CH2:9][C:4]([O:3][CH2:1][CH3:2])=[CH:5][C:6]1=[O:14])=[O:27]. The yield is 0.450. (4) The reactants are [CH2:1]([O:3][P:4]([CH2:9][C:10]1[CH:15]=[CH:14][C:13]([NH:16][C:17]2[N:22]=[C:21]([NH:23][C:24]3[CH:25]=[CH:26][C:27]([C@@H:35]4[CH2:40][CH2:39][C@H:38]([C:41]([O:43]CC)=[O:42])[CH2:37][CH2:36]4)=[C:28]4[C:32]=3[C:31](=[O:33])[N:30]([CH3:34])[CH2:29]4)[C:20]([C:46]([F:49])([F:48])[F:47])=[CH:19][N:18]=2)=[C:12]([O:50][CH3:51])[CH:11]=1)([O:6][CH2:7][CH3:8])=[O:5])[CH3:2].C1COCC1.CO.O.[OH-].[Li+].O. No catalyst specified. The product is [CH2:7]([O:6][P:4]([CH2:9][C:10]1[CH:15]=[CH:14][C:13]([NH:16][C:17]2[N:22]=[C:21]([NH:23][C:24]3[CH:25]=[CH:26][C:27]([C@@H:35]4[CH2:40][CH2:39][C@H:38]([C:41]([OH:43])=[O:42])[CH2:37][CH2:36]4)=[C:28]4[C:32]=3[C:31](=[O:33])[N:30]([CH3:34])[CH2:29]4)[C:20]([C:46]([F:47])([F:49])[F:48])=[CH:19][N:18]=2)=[C:12]([O:50][CH3:51])[CH:11]=1)([O:3][CH2:1][CH3:2])=[O:5])[CH3:8]. The yield is 0.0600. (5) The reactants are [F:1][C:2]1[CH:15]=[C:14]([F:16])[CH:13]=[CH:12][C:3]=1[O:4][C:5]1[CH:11]=[CH:10][C:8]([NH2:9])=[CH:7][CH:6]=1.[N:17]1[CH:22]=[CH:21][CH:20]=[C:19]([CH:23]=O)[CH:18]=1. The catalyst is CO. The product is [F:1][C:2]1[CH:15]=[C:14]([F:16])[CH:13]=[CH:12][C:3]=1[O:4][C:5]1[CH:6]=[CH:7][C:8]([N:9]=[CH:23][C:19]2[CH:18]=[N:17][CH:22]=[CH:21][CH:20]=2)=[CH:10][CH:11]=1. The yield is 1.00. (6) The reactants are [Cl:1][C:2]1[CH:7]=[CH:6][C:5](I)=[C:4]([F:9])[CH:3]=1.[NH:10]1[CH2:14][CH2:13][CH2:12][C:11]1=[O:15].[C@@H]1(N)CCCC[C@H]1N.P([O-])([O-])([O-])=O.[K+].[K+].[K+].O1CCOCC1. The catalyst is [Cu]I. The product is [Cl:1][C:2]1[CH:7]=[CH:6][C:5]([N:10]2[CH2:14][CH2:13][CH2:12][C:11]2=[O:15])=[C:4]([F:9])[CH:3]=1. The yield is 1.08. (7) The product is [CH2:1]([O:3][C:4](=[O:19])[CH2:5][CH:6]1[CH2:11][CH2:10][N:9]([C:12]([O:14][C:15]([CH3:18])([CH3:17])[CH3:16])=[O:13])[CH2:8][CH2:7]1)[CH3:2]. The catalyst is C(O)C. The reactants are [CH2:1]([O:3][C:4](=[O:19])[CH:5]=[C:6]1[CH2:11][CH2:10][N:9]([C:12]([O:14][C:15]([CH3:18])([CH3:17])[CH3:16])=[O:13])[CH2:8][CH2:7]1)[CH3:2]. The yield is 0.890. (8) The reactants are [NH2:1][C:2]1[CH:7]=[CH:6][N:5]=[CH:4][CH:3]=1.Cl[C:9]([O:11][CH2:12][CH3:13])=[O:10]. The catalyst is N1C=CC=CC=1.C(Cl)Cl. The product is [CH2:12]([O:11][C:9]([NH:1][C:2]1[CH:7]=[CH:6][N:5]=[CH:4][CH:3]=1)=[O:10])[CH3:13]. The yield is 0.330.